This data is from Full USPTO retrosynthesis dataset with 1.9M reactions from patents (1976-2016). The task is: Predict the reactants needed to synthesize the given product. (1) The reactants are: [Br:1][C:2]1[CH:3]=[C:4]2[C:8](=[CH:9][CH:10]=1)[NH:7][C:6]([C:11]([O:13][CH2:14][CH3:15])=[O:12])=[C:5]2[S:16]([N:19]1[CH2:24][CH2:23][O:22][CH2:21][CH2:20]1)(=[O:18])=[O:17].C([O-])(=O)C.[Na+].[Br:30]Br. Given the product [Br:1][C:2]1[CH:3]=[C:4]2[C:8](=[CH:9][C:10]=1[Br:30])[NH:7][C:6]([C:11]([O:13][CH2:14][CH3:15])=[O:12])=[C:5]2[S:16]([N:19]1[CH2:24][CH2:23][O:22][CH2:21][CH2:20]1)(=[O:17])=[O:18], predict the reactants needed to synthesize it. (2) Given the product [OH:32][C@H:3]([C@@H:2]([NH:1][C:52](=[O:53])[C@@H:51]([N:48]1[CH2:49][CH2:50][N:46]([CH2:45][C:44]2[CH:60]=[CH:61][CH:62]=[C:42]([O:41][CH3:40])[CH:43]=2)[C:47]1=[O:59])[C:55]([CH3:58])([CH3:57])[CH3:56])[CH2:33][C:34]1[CH:35]=[CH:36][CH:37]=[CH:38][CH:39]=1)[CH2:4][C@@H:5]([NH:19][C:20]([C@@H:22]([NH:27][C:28](=[O:31])[O:29][CH3:30])[C:23]([CH3:26])([CH3:25])[CH3:24])=[O:21])[CH2:6][C:7]1[CH:12]=[CH:11][C:10]([C:13]2[CH:18]=[CH:17][CH:16]=[CH:15][N:14]=2)=[CH:9][CH:8]=1, predict the reactants needed to synthesize it. The reactants are: [NH2:1][C@@H:2]([CH2:33][C:34]1[CH:39]=[CH:38][CH:37]=[CH:36][CH:35]=1)[C@@H:3]([OH:32])[CH2:4][C@@H:5]([NH:19][C:20]([C@@H:22]([NH:27][C:28](=[O:31])[O:29][CH3:30])[C:23]([CH3:26])([CH3:25])[CH3:24])=[O:21])[CH2:6][C:7]1[CH:12]=[CH:11][C:10]([C:13]2[CH:18]=[CH:17][CH:16]=[CH:15][N:14]=2)=[CH:9][CH:8]=1.[CH3:40][O:41][C:42]1[CH:43]=[C:44]([CH:60]=[CH:61][CH:62]=1)[CH2:45][N:46]1[CH2:50][CH2:49][N:48]([C@@H:51]([C:55]([CH3:58])([CH3:57])[CH3:56])[C:52](O)=[O:53])[C:47]1=[O:59].CCOP(ON1N=NC2C=CC=CC=2C1=O)(OCC)=O.C(N(CC)C(C)C)(C)C. (3) Given the product [Cl:14][C:6]1[CH:7]=[CH:8][C:9]([N+:11]([O-:13])=[O:12])=[CH:10][C:5]=1[O:4][CH2:3][CH2:2][N:28]1[CH2:29][CH2:30][C:31]2[C:36](=[CH:35][C:34]([O:37][CH3:38])=[C:33]([O:39][CH3:40])[CH:32]=2)[CH:27]1[CH2:26][CH2:25][C:19]1[CH:20]=[CH:21][C:22]([O:23][CH3:24])=[C:17]([O:16][CH3:15])[CH:18]=1, predict the reactants needed to synthesize it. The reactants are: Br[CH2:2][CH2:3][O:4][C:5]1[CH:10]=[C:9]([N+:11]([O-:13])=[O:12])[CH:8]=[CH:7][C:6]=1[Cl:14].[CH3:15][O:16][C:17]1[CH:18]=[C:19]([CH2:25][CH2:26][CH:27]2[C:36]3[C:31](=[CH:32][C:33]([O:39][CH3:40])=[C:34]([O:37][CH3:38])[CH:35]=3)[CH2:30][CH2:29][NH:28]2)[CH:20]=[CH:21][C:22]=1[O:23][CH3:24].N1C=CC=CC=1.